From a dataset of Full USPTO retrosynthesis dataset with 1.9M reactions from patents (1976-2016). Predict the reactants needed to synthesize the given product. (1) The reactants are: [C:1](Cl)(=O)C(Cl)=O.[CH:7]1[CH:12]=[C:11]2[C:13]([N:15]([CH2:18][CH2:19][C:20]([OH:22])=O)[C:16](=[O:17])[C:10]2=[CH:9][CH:8]=1)=[O:14].C[Si](C=[N+]=[N-])(C)C.CCCCCC.[BrH:36].C(=O)(O)[O-].[Na+]. Given the product [Br:36][CH2:1][C:20](=[O:22])[CH2:19][CH2:18][N:15]1[C:16](=[O:17])[C:10]2[C:11](=[CH:12][CH:7]=[CH:8][CH:9]=2)[C:13]1=[O:14], predict the reactants needed to synthesize it. (2) Given the product [CH2:25]([O:28][C:13]1[N:21]=[C:20]2[C:16]([N:17]=[C:18]([O:22][CH3:23])[N:19]2[CH2:36][CH:37]2[CH2:41][CH2:40][O:39][CH2:38]2)=[C:15]([NH2:24])[N:14]=1)[CH2:42][CH2:2][CH3:3], predict the reactants needed to synthesize it. The reactants are: F[C:2](F)(F)[C:3](O)=O.C(N[C:13]1[N:21]=[C:20]2[C:16]([N:17]=[C:18]([O:22][CH3:23])[NH:19]2)=[C:15]([NH2:24])[N:14]=1)CCC.[C:25](=[O:28])([O-])[O-].[K+].[K+].CS(O[CH2:36][CH:37]1[CH2:41][CH2:40][O:39][CH2:38]1)(=O)=O.[CH3:42]N(C)C=O. (3) Given the product [NH2:23][C:24]1[CH:29]=[CH:28][C:27]([O:30][C:2]2[C:7]([C:8]3[CH2:13][CH2:12][N:11]([C:14](=[O:16])[CH3:15])[CH2:10][CH:9]=3)=[CH:6][CH:5]=[CH:4][N:3]=2)=[CH:26][CH:25]=1, predict the reactants needed to synthesize it. The reactants are: F[C:2]1[C:7]([C:8]2[CH2:13][CH2:12][N:11]([C:14](=[O:16])[CH3:15])[CH2:10][CH:9]=2)=[CH:6][CH:5]=[CH:4][N:3]=1.C(=O)([O-])[O-].[Cs+].[Cs+].[NH2:23][C:24]1[CH:29]=[CH:28][C:27]([OH:30])=[CH:26][CH:25]=1. (4) Given the product [Br:1][C:2]1[CH:3]=[CH:4][C:5]([O:9][CH3:10])=[C:6]([O:8][CH2:18][CH2:19][O:20][CH3:21])[CH:7]=1, predict the reactants needed to synthesize it. The reactants are: [Br:1][C:2]1[CH:3]=[CH:4][C:5]([O:9][CH3:10])=[C:6]([OH:8])[CH:7]=1.C(=O)([O-])[O-].[K+].[K+].Br[CH2:18][CH2:19][O:20][CH3:21].O.